This data is from Catalyst prediction with 721,799 reactions and 888 catalyst types from USPTO. The task is: Predict which catalyst facilitates the given reaction. Reactant: Cl[C:2]1[CH:10]=[CH:9][C:5]([C:6]([OH:8])=[O:7])=[CH:4][N:3]=1.[CH3:11][O:12][C:13]1[CH:14]=[C:15]([CH:19]=[CH:20][C:21]=1[O:22][CH3:23])[CH2:16][NH:17][CH3:18].C(OCC)(=O)C. Product: [CH3:11][O:12][C:13]1[CH:14]=[C:15]([CH:19]=[CH:20][C:21]=1[O:22][CH3:23])[CH2:16][N:17]([CH3:18])[C:2]1[CH:10]=[CH:9][C:5]([C:6]([OH:8])=[O:7])=[CH:4][N:3]=1. The catalyst class is: 6.